From a dataset of NCI-60 drug combinations with 297,098 pairs across 59 cell lines. Regression. Given two drug SMILES strings and cell line genomic features, predict the synergy score measuring deviation from expected non-interaction effect. (1) Drug 1: CC1C(C(=O)NC(C(=O)N2CCCC2C(=O)N(CC(=O)N(C(C(=O)O1)C(C)C)C)C)C(C)C)NC(=O)C3=C4C(=C(C=C3)C)OC5=C(C(=O)C(=C(C5=N4)C(=O)NC6C(OC(=O)C(N(C(=O)CN(C(=O)C7CCCN7C(=O)C(NC6=O)C(C)C)C)C)C(C)C)C)N)C. Drug 2: CC1=CC=C(C=C1)C2=CC(=NN2C3=CC=C(C=C3)S(=O)(=O)N)C(F)(F)F. Cell line: OVCAR-8. Synergy scores: CSS=0.527, Synergy_ZIP=0.548, Synergy_Bliss=6.35, Synergy_Loewe=6.10, Synergy_HSA=3.96. (2) Drug 1: CC1C(C(CC(O1)OC2CC(CC3=C2C(=C4C(=C3O)C(=O)C5=C(C4=O)C(=CC=C5)OC)O)(C(=O)C)O)N)O.Cl. Drug 2: C(CCl)NC(=O)N(CCCl)N=O. Cell line: A498. Synergy scores: CSS=20.7, Synergy_ZIP=-5.05, Synergy_Bliss=1.24, Synergy_Loewe=-22.9, Synergy_HSA=0.0927. (3) Drug 1: CCN(CC)CCCC(C)NC1=C2C=C(C=CC2=NC3=C1C=CC(=C3)Cl)OC. Drug 2: CC(C)NC(=O)C1=CC=C(C=C1)CNNC.Cl. Cell line: MDA-MB-435. Synergy scores: CSS=8.08, Synergy_ZIP=-3.28, Synergy_Bliss=1.46, Synergy_Loewe=-1.02, Synergy_HSA=-2.79.